Dataset: Forward reaction prediction with 1.9M reactions from USPTO patents (1976-2016). Task: Predict the product of the given reaction. (1) The product is: [C:1]1([CH3:11])[CH:2]=[CH:3][C:4]([CH2:7][C:8]([O:10][CH3:17])=[O:9])=[CH:5][CH:6]=1. Given the reactants [C:1]1([CH3:11])[CH:6]=[CH:5][C:4]([CH2:7][C:8]([OH:10])=[O:9])=[CH:3][CH:2]=1.S(=O)(=O)(O)O.[CH3:17]O, predict the reaction product. (2) Given the reactants [C:1](Cl)(=[O:5])[CH:2]([CH3:4])[CH3:3].[NH2:7][C:8]1[CH:13]=[CH:12][C:11]([N:14]2[CH2:19][CH2:18][CH:17]([N:20]3[C:25]4[CH:26]=[CH:27][CH:28]=[CH:29][C:24]=4[CH2:23][O:22][C:21]3=[O:30])[CH2:16][CH2:15]2)=[C:10]([Cl:31])[CH:9]=1.C(N(CC)CC)C, predict the reaction product. The product is: [Cl:31][C:10]1[CH:9]=[C:8]([NH:7][C:1](=[O:5])[CH:2]([CH3:4])[CH3:3])[CH:13]=[CH:12][C:11]=1[N:14]1[CH2:15][CH2:16][CH:17]([N:20]2[C:25]3[CH:26]=[CH:27][CH:28]=[CH:29][C:24]=3[CH2:23][O:22][C:21]2=[O:30])[CH2:18][CH2:19]1. (3) Given the reactants [CH3:1][O:2][C:3]1[CH:8]=[CH:7][C:6]([C:9]2[C:13]3[C:14]([NH:18][CH2:19][C:20]([CH3:32])([CH3:31])[CH2:21][O:22][CH2:23][C:24]([O:26]C(C)(C)C)=[O:25])=[N:15][CH:16]=[CH:17][C:12]=3[O:11][C:10]=2[C:33]2[CH:38]=[CH:37][CH:36]=[CH:35][CH:34]=2)=[CH:5][CH:4]=1.FC(F)(F)C(O)=O, predict the reaction product. The product is: [CH3:1][O:2][C:3]1[CH:4]=[CH:5][C:6]([C:9]2[C:13]3[C:14]([NH:18][CH2:19][C:20]([CH3:32])([CH3:31])[CH2:21][O:22][CH2:23][C:24]([OH:26])=[O:25])=[N:15][CH:16]=[CH:17][C:12]=3[O:11][C:10]=2[C:33]2[CH:38]=[CH:37][CH:36]=[CH:35][CH:34]=2)=[CH:7][CH:8]=1. (4) Given the reactants O[C@:2]1([C:40]2[C:45]([CH2:46][O:47][Si](C(C)C)(C(C)C)C(C)C)=[CH:44][N:43]=[C:42]([O:58]C)[CH:41]=2)[CH2:7][CH2:6][N:5](C(OC(C)(C)C)=O)[CH2:4][C@@H:3]1[C:15]1[CH:20]=[CH:19][C:18]([C:21]2[CH:26]=[CH:25][CH:24]=[CH:23][C:22]=2[CH2:27]O[Si](C(C)C)(C(C)C)C(C)C)=[CH:17][C:16]=1[CH3:39].[CH3:60]CCC[N+](CCCC)(CCCC)CCCC.[F-].C1[CH2:82][O:81][CH2:80][CH2:79]1, predict the reaction product. The product is: [CH3:82][O:81][CH2:80][CH2:79][CH2:27][C:22]1[CH:23]=[CH:24][CH:25]=[CH:26][C:21]=1[C:18]1[CH:19]=[CH:20][C:15]([CH:3]2[C:2]3([C:40]4[C:45](=[CH:44][N:43]([CH3:60])[C:42](=[O:58])[CH:41]=4)[CH2:46][O:47]3)[CH2:7][CH2:6][NH:5][CH2:4]2)=[C:16]([CH3:39])[CH:17]=1. (5) Given the reactants Cl[C:2]1[C:7]2[N:8]=[C:9]([C:11]3[C:16]([Cl:17])=[CH:15][CH:14]=[CH:13][C:12]=3[Cl:18])[NH:10][C:6]=2[C:5]([F:19])=[CH:4][N:3]=1.C[Si]([Br:24])(C)C, predict the reaction product. The product is: [Br:24][C:2]1[C:7]2[N:8]=[C:9]([C:11]3[C:16]([Cl:17])=[CH:15][CH:14]=[CH:13][C:12]=3[Cl:18])[NH:10][C:6]=2[C:5]([F:19])=[CH:4][N:3]=1. (6) Given the reactants [F:1][C:2]([F:11])([F:10])[C:3]1[CH:9]=[CH:8][C:6]([NH2:7])=[CH:5][CH:4]=1.S([O-])([O-])(=O)=O.[Na+].[Na+].[Br:19][CH:20]=[CH:21][O:22][CH2:23][CH3:24].O.[C:26]1([CH3:36])[CH:31]=[CH:30]C(S(O)(=O)=O)=CC=1.[C:37]([O:40]CC)(=[O:39])[CH3:38], predict the reaction product. The product is: [CH2:30]([O:40][C:37]([CH:38]1[CH:20]([Br:19])[CH:21]([O:22][CH2:23][CH3:24])[C:8]2[C:6](=[CH:5][CH:4]=[C:3]([C:2]([F:10])([F:11])[F:1])[CH:9]=2)[NH:7]1)=[O:39])[CH2:31][CH2:26][CH3:36].